This data is from CYP3A4 inhibition data for predicting drug metabolism from PubChem BioAssay. The task is: Regression/Classification. Given a drug SMILES string, predict its absorption, distribution, metabolism, or excretion properties. Task type varies by dataset: regression for continuous measurements (e.g., permeability, clearance, half-life) or binary classification for categorical outcomes (e.g., BBB penetration, CYP inhibition). Dataset: cyp3a4_veith. (1) The molecule is C[N+](C)(C)CCOC(=O)CCC(=O)OCC[N+](C)(C)C. The result is 0 (non-inhibitor). (2) The drug is O=[N+]([O-])c1ccc(Cl)c(-c2ccc(/C=N/c3c(-c4ccco4)nc4ccccn34)o2)c1. The result is 0 (non-inhibitor). (3) The compound is Cc1ccccc1OCC(=O)NC(=S)Nc1ccc(Br)c(C)n1. The result is 0 (non-inhibitor). (4) The molecule is CC(=O)Nc1ccc(C#Cc2ccc(NC(C)=O)cc2)cc1. The result is 0 (non-inhibitor). (5) The molecule is Cc1cc(C)cc(NC(=S)NC2CC3CCC(C2)N3Cc2ccco2)c1. The result is 0 (non-inhibitor). (6) The molecule is Cc1noc(C)c1C(=O)N1CCC2(CC1)CN(C(=O)Nc1cccc(F)c1)C2. The result is 0 (non-inhibitor).